This data is from Full USPTO retrosynthesis dataset with 1.9M reactions from patents (1976-2016). The task is: Predict the reactants needed to synthesize the given product. (1) Given the product [NH:11]1[C:15]2[CH:16]=[CH:17][CH:18]=[CH:19][C:14]=2[N:13]=[C:12]1[C@H:8]([NH:9][C:10]([NH:23][CH2:24][C@@H:25]([OH:26])[C:27]1[CH:32]=[CH:31][CH:30]=[CH:29][CH:28]=1)=[O:20])[CH2:7][C:6]1[CH:21]=[CH:22][C:3]([O:2][CH3:1])=[CH:4][CH:5]=1, predict the reactants needed to synthesize it. The reactants are: [CH3:1][O:2][C:3]1[CH:22]=[CH:21][C:6]([CH2:7][C@@H:8]2[C:12]3=[N:13][C:14]4[CH:19]=[CH:18][CH:17]=[CH:16][C:15]=4[N:11]3[C:10](=[O:20])[NH:9]2)=[CH:5][CH:4]=1.[NH2:23][CH2:24][C@H:25]([C:27]1[CH:32]=[CH:31][CH:30]=[CH:29][CH:28]=1)[OH:26].C(O)(C(F)(F)F)=O. (2) Given the product [CH:1]1([CH2:7][CH2:8][CH2:9][C:10]2([CH3:39])[C:19]3[C:14](=[CH:15][CH:16]=[CH:17][CH:18]=3)[C:13]([O-:20])=[C:12]([C:21]3[NH:26][C:25]4[CH:27]=[CH:28][C:29]([NH:31][S:32]([CH3:35])(=[O:34])=[O:33])=[CH:30][C:24]=4[S:23](=[O:36])(=[O:37])[N:22]=3)[C:11]2=[O:38])[CH2:6][CH2:5][CH2:4][CH2:3][CH2:2]1.[Na+:41], predict the reactants needed to synthesize it. The reactants are: [CH:1]1([CH2:7][CH2:8][CH2:9][C:10]2([CH3:39])[C:19]3[C:14](=[CH:15][CH:16]=[CH:17][CH:18]=3)[C:13]([OH:20])=[C:12]([C:21]3[NH:26][C:25]4[CH:27]=[CH:28][C:29]([NH:31][S:32]([CH3:35])(=[O:34])=[O:33])=[CH:30][C:24]=4[S:23](=[O:37])(=[O:36])[N:22]=3)[C:11]2=[O:38])[CH2:6][CH2:5][CH2:4][CH2:3][CH2:2]1.[OH-].[Na+:41]. (3) Given the product [F:2][C:3]1[CH:4]=[C:5]([CH:6]=[CH:45][C:36]2[CH:37]=[CH:38][C:39]3[C:44](=[CH:43][CH:42]=[CH:41][CH:40]=3)[CH:35]=2)[CH:26]=[CH:27][CH:28]=1, predict the reactants needed to synthesize it. The reactants are: [Br-].[F:2][C:3]1[CH:4]=[C:5]([CH:26]=[CH:27][CH:28]=1)[CH2:6][P+](C1C=CC=CC=1)(C1C=CC=CC=1)C1C=CC=CC=1.CC(C)([O-])C.[K+].[CH:35]1[C:44]2[C:39](=[CH:40][CH:41]=[CH:42][CH:43]=2)[CH:38]=[CH:37][C:36]=1[CH:45]=O.O.